This data is from Full USPTO retrosynthesis dataset with 1.9M reactions from patents (1976-2016). The task is: Predict the reactants needed to synthesize the given product. (1) Given the product [F:10][CH2:9][C@@H:8]([CH3:11])[CH2:7][N:27]1[C:15]([CH3:40])([CH3:14])[CH2:16][C:17]2[C:25]3[C:20](=[CH:21][CH:22]=[CH:23][CH:24]=3)[NH:19][C:18]=2[CH:26]1[C:28]1[CH:29]=[CH:30][C:31](/[CH:34]=[CH:35]/[C:36]([O:38][CH3:39])=[O:37])=[CH:32][CH:33]=1, predict the reactants needed to synthesize it. The reactants are: FC(F)(F)S(O[CH2:7][C@H:8]([CH3:11])[CH2:9][F:10])(=O)=O.[CH3:14][C:15]1([CH3:40])[NH:27][CH:26]([C:28]2[CH:33]=[CH:32][C:31](/[CH:34]=[CH:35]/[C:36]([O:38][CH3:39])=[O:37])=[CH:30][CH:29]=2)[C:18]2[NH:19][C:20]3[C:25]([C:17]=2[CH2:16]1)=[CH:24][CH:23]=[CH:22][CH:21]=3. (2) Given the product [CH2:1]([C:11]1([OH:15])[C:12]2[C:8](=[CH:7][C:6]([F:5])=[CH:14][CH:13]=2)[CH2:9][CH2:10]1)[CH3:2], predict the reactants needed to synthesize it. The reactants are: [CH2:1]([Mg]Br)[CH3:2].[F:5][C:6]1[CH:7]=[C:8]2[C:12](=[CH:13][CH:14]=1)[C:11](=[O:15])[CH2:10][CH2:9]2.[Cl-].[NH4+]. (3) Given the product [NH2:32][C@H:22]([C:12]1[C:11]([C:8]2[CH:9]=[CH:10][C:2]([Cl:1])=[C:3]3[C:7]=2[N:6]([CH3:39])[N:5]=[C:4]3[NH:40][S:41]([CH3:44])(=[O:42])=[O:43])=[CH:16][CH:15]=[C:14]([N:17]([CH2:19][CH2:20][OH:21])[CH3:18])[N:13]=1)[CH2:23][C:24]1[CH:25]=[C:26]([F:31])[CH:27]=[C:28]([F:30])[CH:29]=1, predict the reactants needed to synthesize it. The reactants are: [Cl:1][C:2]1[CH:10]=[CH:9][C:8]([C:11]2[C:12]([C@@H:22]([NH:32]C(=O)C(F)(F)F)[CH2:23][C:24]3[CH:29]=[C:28]([F:30])[CH:27]=[C:26]([F:31])[CH:25]=3)=[N:13][C:14]([N:17]([CH2:19][CH2:20][OH:21])[CH3:18])=[CH:15][CH:16]=2)=[C:7]2[C:3]=1[C:4]([NH:40][S:41]([CH3:44])(=[O:43])=[O:42])=[N:5][N:6]2[CH3:39].[OH-].[Li+].Cl.